This data is from Full USPTO retrosynthesis dataset with 1.9M reactions from patents (1976-2016). The task is: Predict the reactants needed to synthesize the given product. (1) Given the product [Br:1][C:2]1[CH:3]=[C:4]([CH:8]=[CH:9][C:10]=1[Cl:11])[C:5]([NH:13][CH3:12])=[O:6], predict the reactants needed to synthesize it. The reactants are: [Br:1][C:2]1[CH:3]=[C:4]([CH:8]=[CH:9][C:10]=1[Cl:11])[C:5](O)=[O:6].[CH3:12][N:13](C)C=O.C(Cl)(=O)C(Cl)=O.CN. (2) Given the product [NH2:18][C:11]1[CH:10]=[C:9]([OH:8])[CH:14]=[CH:13][C:12]=1[CH2:15][CH2:16][Cl:17], predict the reactants needed to synthesize it. The reactants are: C([O:8][C:9]1[CH:14]=[CH:13][C:12]([CH2:15][CH2:16][Cl:17])=[C:11]([N+:18]([O-])=O)[CH:10]=1)C1C=CC=CC=1. (3) Given the product [CH3:1][O:2][C:3]1[CH:8]=[CH:7][C:6]([C:9]2[N:10]=[C:11]([Cl:25])[O:12][C:13]=2[C:14]2[CH:19]=[CH:18][C:17]([O:20][CH3:21])=[CH:16][CH:15]=2)=[CH:5][CH:4]=1, predict the reactants needed to synthesize it. The reactants are: [CH3:1][O:2][C:3]1[CH:8]=[CH:7][C:6]([C:9]2[NH:10][C:11](=O)[O:12][C:13]=2[C:14]2[CH:19]=[CH:18][C:17]([O:20][CH3:21])=[CH:16][CH:15]=2)=[CH:5][CH:4]=1.P(Cl)(Cl)([Cl:25])=O. (4) Given the product [Cl:1][C:2]1[CH:7]=[CH:6][C:5]([NH:8][C:9]([NH:11][C:12]2[CH:17]=[CH:16][C:15]([N:18]3[C:26]([O:36][CH2:34][CH3:35])=[N:25][C:24]4[C:19]3=[N:20][CH:21]=[N:22][C:23]=4[NH:28][CH3:29])=[CH:14][CH:13]=2)=[O:10])=[CH:4][C:3]=1[C:30]([F:33])([F:32])[F:31], predict the reactants needed to synthesize it. The reactants are: [Cl:1][C:2]1[CH:7]=[CH:6][C:5]([NH:8][C:9]([NH:11][C:12]2[CH:17]=[CH:16][C:15]([N:18]3[C:26](I)=[N:25][C:24]4[C:19]3=[N:20][CH:21]=[N:22][C:23]=4[NH:28][CH3:29])=[CH:14][CH:13]=2)=[O:10])=[CH:4][C:3]=1[C:30]([F:33])([F:32])[F:31].[CH2:34]([OH:36])[CH3:35]. (5) Given the product [Cl:1][C:2]1[N:3]=[C:4]([Cl:13])[C:5]([CH:9]([CH3:12])[CH:10]=[O:11])=[C:6]([Cl:8])[N:7]=1, predict the reactants needed to synthesize it. The reactants are: [Cl:1][C:2]1[N:7]=[C:6]([Cl:8])[C:5]([CH:9]([CH3:12])[CH2:10][OH:11])=[C:4]([Cl:13])[N:3]=1.